This data is from Retrosynthesis with 50K atom-mapped reactions and 10 reaction types from USPTO. The task is: Predict the reactants needed to synthesize the given product. Given the product COc1ccc(O[C@H]2C[C@@H](C(=O)N3CCCC3)N(C(=O)OCc3ccccc3)C2)cc1, predict the reactants needed to synthesize it. The reactants are: COc1ccc(O)cc1.O=C([C@@H]1C[C@@H](O)CN1C(=O)OCc1ccccc1)N1CCCC1.